This data is from Forward reaction prediction with 1.9M reactions from USPTO patents (1976-2016). The task is: Predict the product of the given reaction. (1) The product is: [CH2:1]([N:3]1[CH:7]=[C:6]([C:8]2[CH:13]=[CH:12][N:11]=[C:10]3[NH:14][CH:15]=[CH:16][C:9]=23)[C:5]([C:17]2[CH:23]=[CH:22][C:20]([NH:21][C:29]([N:24]3[CH2:28][CH2:27][CH2:26][CH2:25]3)=[O:30])=[CH:19][CH:18]=2)=[N:4]1)[CH3:2]. Given the reactants [CH2:1]([N:3]1[CH:7]=[C:6]([C:8]2[CH:13]=[CH:12][N:11]=[C:10]3[NH:14][CH:15]=[CH:16][C:9]=23)[C:5]([C:17]2[CH:23]=[CH:22][C:20]([NH2:21])=[CH:19][CH:18]=2)=[N:4]1)[CH3:2].[N:24]1([C:29](Cl)=[O:30])[CH2:28][CH2:27][CH2:26][CH2:25]1, predict the reaction product. (2) Given the reactants C(NC(C)C)(C)C.C([Li])CCC.CCCCCC.[CH3:19][C:20]([C:22]1[CH:27]=[CH:26][C:25]([O:28][C:29]([F:32])([F:31])[F:30])=[CH:24][CH:23]=1)=[O:21].[O:33]1[CH2:38][CH2:37][C:36](=[O:39])[CH2:35][CH2:34]1.[Cl-].[NH4+], predict the reaction product. The product is: [OH:39][C:36]1([CH2:19][C:20]([C:22]2[CH:23]=[CH:24][C:25]([O:28][C:29]([F:30])([F:31])[F:32])=[CH:26][CH:27]=2)=[O:21])[CH2:37][CH2:38][O:33][CH2:34][CH2:35]1. (3) The product is: [OH:2][C:3]1[CH:16]=[CH:15][C:14]([O:17][C:18]2[C:26]([CH3:27])=[CH:25][C:24]([N+:28]([O-:30])=[O:29])=[C:23]3[C:19]=2[CH2:20][CH2:21][CH2:22]3)=[CH:13][C:4]=1[CH2:5][C:6]1[CH:7]=[CH:8][C:9](=[O:12])[NH:10][N:11]=1. Given the reactants C[O:2][C:3]1[CH:16]=[CH:15][C:14]([O:17][C:18]2[C:26]([CH3:27])=[CH:25][C:24]([N+:28]([O-:30])=[O:29])=[C:23]3[C:19]=2[CH2:20][CH2:21][CH2:22]3)=[CH:13][C:4]=1[CH2:5][C:6]1[CH:7]=[CH:8][C:9](=[O:12])[NH:10][N:11]=1.Br.O, predict the reaction product. (4) Given the reactants C[O:2][C:3](=[O:15])[C:4]1[CH:9]=[C:8]([Cl:10])[CH:7]=[CH:6][C:5]=1[NH:11][CH:12]([CH3:14])[CH3:13].[OH-].[Na+], predict the reaction product. The product is: [Cl:10][C:8]1[CH:7]=[CH:6][C:5]([NH:11][CH:12]([CH3:14])[CH3:13])=[C:4]([CH:9]=1)[C:3]([OH:15])=[O:2].